Dataset: Catalyst prediction with 721,799 reactions and 888 catalyst types from USPTO. Task: Predict which catalyst facilitates the given reaction. (1) Reactant: [C:1]([CH:3]([CH:9]([C:20]1[C:29]2[C:24](=[CH:25][CH:26]=[CH:27][CH:28]=2)[CH:23]=[CH:22][CH:21]=1)[C:10]1[C:19]2[C:14](=[CH:15][CH:16]=[CH:17][CH:18]=2)[CH:13]=[CH:12][CH:11]=1)[C:4](OCC)=O)#[N:2].[OH-:30].[NH4+:31]. Product: [C:4]([CH:3]([CH:9]([C:20]1[C:29]2[C:24](=[CH:25][CH:26]=[CH:27][CH:28]=2)[CH:23]=[CH:22][CH:21]=1)[C:10]1[C:19]2[C:14](=[CH:15][CH:16]=[CH:17][CH:18]=2)[CH:13]=[CH:12][CH:11]=1)[C:1]([NH2:2])=[O:30])#[N:31]. The catalyst class is: 56. (2) Reactant: [C:1]([O:5][C:6](=[O:37])[N:7]([CH2:16][C:17]1[CH:18]=[N:19][C:20]([CH3:36])=[C:21]([O:26][CH2:27][C:28]2[CH:33]=[CH:32][CH:31]=[C:30]([C:34]#[N:35])[CH:29]=2)[C:22]=1[CH:23](O)[CH3:24])[C:8]1[CH:13]=[CH:12][C:11]([C:14]#[N:15])=[CH:10][CH:9]=1)([CH3:4])([CH3:3])[CH3:2].COCCN(S(F)(F)[F:48])CCOC.C(=O)(O)[O-].[Na+].CCCCCC. Product: [C:1]([O:5][C:6](=[O:37])[N:7]([CH2:16][C:17]1[CH:18]=[N:19][C:20]([CH3:36])=[C:21]([O:26][CH2:27][C:28]2[CH:33]=[CH:32][CH:31]=[C:30]([C:34]#[N:35])[CH:29]=2)[C:22]=1[CH:23]([F:48])[CH3:24])[C:8]1[CH:13]=[CH:12][C:11]([C:14]#[N:15])=[CH:10][CH:9]=1)([CH3:4])([CH3:3])[CH3:2].[CH3:36][C:20]1[N:19]=[CH:18][C:17]2[CH2:16][N:7]([C:8]3[CH:9]=[CH:10][C:11]([C:14]#[N:15])=[CH:12][CH:13]=3)[C:6](=[O:37])[O:5][CH:23]([CH3:24])[C:22]=2[C:21]=1[O:26][CH2:27][C:28]1[CH:33]=[CH:32][CH:31]=[C:30]([C:34]#[N:35])[CH:29]=1. The catalyst class is: 4. (3) Reactant: [CH2:1]([N:8]1[C:16]2[CH:15]=[CH:14][CH:13]=[C:12]([OH:17])[C:11]=2[CH:10]=[C:9]1[CH3:18])[C:2]1[CH:7]=[CH:6][CH:5]=[CH:4][CH:3]=1.[H-].[Na+].[CH3:21][O:22][C:23](=[O:32])[CH:24](Br)[CH2:25][CH2:26][C:27]([O:29][CH3:30])=[O:28]. Product: [CH3:30][O:29][C:27](=[O:28])[CH2:26][CH2:25][CH:24]([O:17][C:12]1[CH:13]=[CH:14][CH:15]=[C:16]2[C:11]=1[CH:10]=[C:9]([CH3:18])[N:8]2[CH2:1][C:2]1[CH:3]=[CH:4][CH:5]=[CH:6][CH:7]=1)[C:23]([O:22][CH3:21])=[O:32]. The catalyst class is: 42. (4) Reactant: [CH3:1][O:2][C:3]1[C:8]2[CH2:9][CH2:10][CH2:11][CH2:12][N:13]([C:14](=[O:52])[CH2:15][N:16]3[C:22]4[CH:23]=[CH:24][CH:25]=[CH:26][C:21]=4[N:20]([C:27]4[CH:32]=[CH:31][CH:30]=[CH:29][CH:28]=4)[C:19](=[O:33])[C@H:18]([CH2:34][C:35]4[C:43]5[C:38](=[CH:39][CH:40]=[CH:41][CH:42]=5)[N:37](C(OC(C)(C)C)=O)[N:36]=4)[C:17]3=[O:51])[C:7]=2[CH:6]=[CH:5][CH:4]=1.FC(F)(F)C(O)=O. Product: [NH:37]1[C:38]2[C:43](=[CH:42][CH:41]=[CH:40][CH:39]=2)[C:35]([CH2:34][C@@H:18]2[C:17](=[O:51])[N:16]([CH2:15][C:14]([N:13]3[C:7]4[CH:6]=[CH:5][CH:4]=[C:3]([O:2][CH3:1])[C:8]=4[CH2:9][CH2:10][CH2:11][CH2:12]3)=[O:52])[C:22]3[CH:23]=[CH:24][CH:25]=[CH:26][C:21]=3[N:20]([C:27]3[CH:32]=[CH:31][CH:30]=[CH:29][CH:28]=3)[C:19]2=[O:33])=[N:36]1. The catalyst class is: 2. (5) Reactant: [CH:1]1([C:4]2[C:5]([NH:24][S:25]([CH3:28])(=[O:27])=[O:26])=[CH:6][C:7]3[O:11][C:10]([C:12]4[CH:17]=[CH:16][C:15]([F:18])=[CH:14][CH:13]=4)=[C:9]([C:19]([NH:21][CH3:22])=[O:20])[C:8]=3[CH:23]=2)[CH2:3][CH2:2]1.[CH2:29]([O:36][C:37]1[CH:42]=[CH:41][C:40](B(O)O)=[CH:39][CH:38]=1)[C:30]1[CH:35]=[CH:34][CH:33]=[CH:32][CH:31]=1.C(N(CC)CC)C. Product: [CH2:29]([O:36][C:37]1[CH:42]=[CH:41][C:40]([N:24]([C:5]2[C:4]([CH:1]3[CH2:3][CH2:2]3)=[CH:23][C:8]3[C:9]([C:19]([NH:21][CH3:22])=[O:20])=[C:10]([C:12]4[CH:17]=[CH:16][C:15]([F:18])=[CH:14][CH:13]=4)[O:11][C:7]=3[CH:6]=2)[S:25]([CH3:28])(=[O:27])=[O:26])=[CH:39][CH:38]=1)[C:30]1[CH:35]=[CH:34][CH:33]=[CH:32][CH:31]=1. The catalyst class is: 302. (6) Reactant: [Cl:1][C:2]1[C:7]([NH:8][C:9]2[N:14]=[C:13]([NH:15][CH2:16][CH3:17])[C:12]3=[N:18][CH:19]=[C:20]([C:21]#[N:22])[N:11]3[N:10]=2)=[CH:6][C:5]([C:23]#[N:24])=[CH:4][C:3]=1[N:25]1[CH2:30][CH2:29][C@@H:28]([NH:31][C:32](=[O:35])[O:33][CH3:34])[C:27](=O)[CH2:26]1.[O:37]1[CH2:40][CH:39]([NH2:41])[CH2:38]1.[CH:42](OC)(OC)OC.C(O)(=O)C.[C:53]([BH3-])#[N:54].[Na+].C=O. Product: [Cl:1][C:2]1[C:7]([NH:8][C:9]2[N:14]=[C:13]([NH:15][CH2:16][CH3:17])[C:12]3=[N:18][CH:19]=[C:20]([C:21]#[N:22])[N:11]3[N:10]=2)=[CH:6][C:5]([C:23]#[N:24])=[CH:4][C:3]=1[N:25]1[CH2:30][CH2:29][C@@H:28]([NH:31][C:32](=[O:35])[O:33][CH3:34])[C@H:27]([N:41]([CH3:42])[CH:39]2[CH2:40][O:37][CH2:38]2)[CH2:26]1.[Cl:1][C:2]1[C:7]([NH:8][C:9]2[N:14]=[C:13]([NH:15][CH2:16][CH3:17])[C:12]3=[N:18][CH:19]=[C:20]([C:21]#[N:22])[N:11]3[N:10]=2)=[CH:6][C:5]([C:23]#[N:24])=[CH:4][C:3]=1[N:25]1[CH2:30][CH2:29][C@@H:28]([NH:31][C:32](=[O:35])[O:33][CH3:34])[C@@H:27]([N:54]([CH3:53])[CH:39]2[CH2:40][O:37][CH2:38]2)[CH2:26]1. The catalyst class is: 121.